Dataset: Peptide-MHC class I binding affinity with 185,985 pairs from IEDB/IMGT. Task: Regression. Given a peptide amino acid sequence and an MHC pseudo amino acid sequence, predict their binding affinity value. This is MHC class I binding data. (1) The peptide sequence is SPGIRPRFL. The MHC is HLA-A32:01 with pseudo-sequence HLA-A32:01. The binding affinity (normalized) is 0.266. (2) The MHC is HLA-A23:01 with pseudo-sequence HLA-A23:01. The binding affinity (normalized) is 0. The peptide sequence is FLGKIWPSHK. (3) The peptide sequence is MSWESTAEY. The MHC is HLA-B15:01 with pseudo-sequence HLA-B15:01. The binding affinity (normalized) is 0.808. (4) The peptide sequence is RIYSFPDPP. The MHC is Mamu-A2201 with pseudo-sequence Mamu-A2201. The binding affinity (normalized) is 0.00524. (5) The binding affinity (normalized) is 0.0847. The peptide sequence is KSLFNTVAVLY. The MHC is HLA-B15:01 with pseudo-sequence HLA-B15:01. (6) The peptide sequence is KSISKSNAK. The MHC is HLA-A33:01 with pseudo-sequence HLA-A33:01. The binding affinity (normalized) is 0.0360. (7) The peptide sequence is RTVSVMFFI. The binding affinity (normalized) is 0.0641. The MHC is BoLA-JSP.1 with pseudo-sequence BoLA-JSP.1. (8) The MHC is HLA-B18:01 with pseudo-sequence HLA-B18:01. The binding affinity (normalized) is 0. The peptide sequence is FKRKGGIGGY.